This data is from Catalyst prediction with 721,799 reactions and 888 catalyst types from USPTO. The task is: Predict which catalyst facilitates the given reaction. (1) The catalyst class is: 9. Reactant: [NH:1]1[CH2:6][CH2:5][S:4][CH2:3][CH2:2]1.Cl[C:8]1[N:13]=[CH:12][C:11]([C:14]#[N:15])=[CH:10][CH:9]=1.O. Product: [N:1]1([C:8]2[N:13]=[CH:12][C:11]([C:14]#[N:15])=[CH:10][CH:9]=2)[CH2:6][CH2:5][S:4][CH2:3][CH2:2]1. (2) Reactant: [F:1][C:2]1[CH:7]=[CH:6][C:5]([C:8]2[N:13]=[C:12]([C:14](O)=[O:15])[CH:11]=[N:10][C:9]=2[N:17]2[CH2:22][CH2:21][CH2:20][CH2:19][CH2:18]2)=[CH:4][CH:3]=1.C(Cl)(=O)C(Cl)=O.[CH3:29][O:30][C:31](=[O:36])[C:32]([NH2:35])([CH3:34])[CH3:33].C(N(CC)C(C)C)(C)C.[N-]=C=O. Product: [CH3:29][O:30][C:31](=[O:36])[C:32]([NH:35][C:14]([C:12]1[CH:11]=[N:10][C:9]([N:17]2[CH2:18][CH2:19][CH2:20][CH2:21][CH2:22]2)=[C:8]([C:5]2[CH:4]=[CH:3][C:2]([F:1])=[CH:7][CH:6]=2)[N:13]=1)=[O:15])([CH3:34])[CH3:33]. The catalyst class is: 4. (3) Reactant: B(F)(F)F.CCOCC.C([Si](C(C)C)(C(C)C)O/[N:15]=[C:16]1/[CH2:17][CH2:18][C:19]2[C:24]/1=[CH:23][C:22]([Br:25])=[CH:21][CH:20]=2)(C)C.S(C)C.O. Product: [Br:25][C:22]1[CH:23]=[C:24]2[C:19]([CH2:18][CH2:17][CH2:16][NH:15]2)=[CH:20][CH:21]=1. The catalyst class is: 28. (4) Reactant: C([O:4][CH2:5][C:6]1[CH:11]=[CH:10][C:9]([CH2:12][C:13]2[CH:18]=[CH:17][C:16]([CH2:19][CH3:20])=[CH:15][CH:14]=2)=[C:8]([O:21][CH2:22][C:23]2[CH:28]=[CH:27][CH:26]=[CH:25][CH:24]=2)[CH:7]=1)(=O)C.[OH-].[K+].O. Product: [CH2:22]([O:21][C:8]1[CH:7]=[C:6]([CH:11]=[CH:10][C:9]=1[CH2:12][C:13]1[CH:18]=[CH:17][C:16]([CH2:19][CH3:20])=[CH:15][CH:14]=1)[CH2:5][OH:4])[C:23]1[CH:24]=[CH:25][CH:26]=[CH:27][CH:28]=1. The catalyst class is: 111.